The task is: Predict the reaction yield, written as a fraction of the theoretical maximum amount of product (1.0 means a 100% yield; for example, 0.34 means a 34% yield).. This data is from Reaction yield outcomes from USPTO patents with 853,638 reactions. (1) The reactants are [OH-].[Na+].C([O:5][C:6]([C:8]1[C:12]2[CH2:13][CH2:14][C:15]([CH3:17])([CH3:16])[C:11]=2[NH:10][N:9]=1)=[O:7])C. The catalyst is CO. The product is [CH3:16][C:15]1([CH3:17])[C:11]2[NH:10][N:9]=[C:8]([C:6]([OH:7])=[O:5])[C:12]=2[CH2:13][CH2:14]1. The yield is 0.436. (2) The catalyst is CN(C=O)C. The reactants are [CH2:1]([N:5]1[C:14]2[C:9]([C:10](=[O:16])[NH:11][C:12](=[O:15])[N:13]=2)=[N:8][C:7]2[CH:17]=[C:18]([CH3:22])[C:19](Cl)=[CH:20][C:6]1=2)[CH2:2][CH2:3][CH3:4].[CH3:23][NH:24][CH3:25]. The product is [CH2:1]([N:5]1[C:14]2[C:9]([C:10](=[O:16])[NH:11][C:12](=[O:15])[N:13]=2)=[N:8][C:7]2[CH:17]=[C:18]([CH3:22])[C:19]([N:24]([CH3:25])[CH3:23])=[CH:20][C:6]1=2)[CH2:2][CH2:3][CH3:4]. The yield is 0.150. (3) The reactants are C([O:3][C:4](=[O:40])[CH:5]([CH:27]1[CH2:32][CH2:31][N:30]([C:33]([O:35][C:36]([CH3:39])([CH3:38])[CH3:37])=[O:34])[CH2:29][CH2:28]1)[S:6][C:7]1[CH:8]=[N:9][C:10]([NH:20][C:21]2[S:22][CH:23]=[C:24]([CH3:26])[N:25]=2)=[C:11]([O:13][C:14]2[CH:19]=[CH:18][CH:17]=[CH:16][CH:15]=2)[CH:12]=1)C.[OH-].[Na+]. No catalyst specified. The product is [C:36]([O:35][C:33]([N:30]1[CH2:29][CH2:28][CH:27]([CH:5]([S:6][C:7]2[CH:8]=[N:9][C:10]([NH:20][C:21]3[S:22][CH:23]=[C:24]([CH3:26])[N:25]=3)=[C:11]([O:13][C:14]3[CH:19]=[CH:18][CH:17]=[CH:16][CH:15]=3)[CH:12]=2)[C:4]([OH:40])=[O:3])[CH2:32][CH2:31]1)=[O:34])([CH3:39])([CH3:38])[CH3:37]. The yield is 0.986. (4) The reactants are [Br:1][C:2]1[N:7]2[CH:8]=[CH:9][N:10]=[C:6]2[C:5](Br)=[N:4][CH:3]=1.[CH3:12][S:13]([C:16]1[CH:22]=[CH:21][C:19]([NH2:20])=[CH:18][CH:17]=1)(=[O:15])=[O:14]. The catalyst is C1(C)C=CC=CC=1.C1C=CC(/C=C/C(/C=C/C2C=CC=CC=2)=O)=CC=1.C1C=CC(/C=C/C(/C=C/C2C=CC=CC=2)=O)=CC=1.C1C=CC(/C=C/C(/C=C/C2C=CC=CC=2)=O)=CC=1.[Pd].[Pd].CC1(C)C2C(=C(P(C3C=CC=CC=3)C3C=CC=CC=3)C=CC=2)OC2C(P(C3C=CC=CC=3)C3C=CC=CC=3)=CC=CC1=2. The product is [Br:1][C:2]1[N:7]2[CH:8]=[CH:9][N:10]=[C:6]2[C:5]([NH:20][C:19]2[CH:18]=[CH:17][C:16]([S:13]([CH3:12])(=[O:15])=[O:14])=[CH:22][CH:21]=2)=[N:4][CH:3]=1. The yield is 0.510. (5) The reactants are [S:1]1[C:5]2[CH:6]=[C:7]([NH:10][C:11]3[CH:21]=[C:20]([NH:22][CH:23]4[CH2:25][CH2:24]4)[C:14]([C:15]([O:17]CC)=[O:16])=[CH:13][N:12]=3)[CH:8]=[CH:9][C:4]=2[N:3]=[CH:2]1.[Li+].[OH-]. The catalyst is CCO.O.C1COCC1. The product is [S:1]1[C:5]2[CH:6]=[C:7]([NH:10][C:11]3[CH:21]=[C:20]([NH:22][CH:23]4[CH2:24][CH2:25]4)[C:14]([C:15]([OH:17])=[O:16])=[CH:13][N:12]=3)[CH:8]=[CH:9][C:4]=2[N:3]=[CH:2]1. The yield is 0.960. (6) The reactants are C[O:2][C:3]1[C:8]2[N:9]=[C:10]([NH:12][C:13]([C:15]3[S:16][C:17]([CH3:20])=[CH:18][CH:19]=3)=[O:14])[S:11][C:7]=2[C:6]([C:21]2[CH:26]=[CH:25][CH:24]=[CH:23][CH:22]=2)=[CH:5][CH:4]=1.B(Br)(Br)Br. The catalyst is C(OCC)(=O)C. The product is [OH:2][C:3]1[C:8]2[N:9]=[C:10]([NH:12][C:13]([C:15]3[S:16][C:17]([CH3:20])=[CH:18][CH:19]=3)=[O:14])[S:11][C:7]=2[C:6]([C:21]2[CH:26]=[CH:25][CH:24]=[CH:23][CH:22]=2)=[CH:5][CH:4]=1. The yield is 0.190. (7) The reactants are O[CH2:2][C:3]1[CH:16]=[N:15][C:6]2[C:7]3[N:8]([CH:12]=[CH:13][CH:14]=3)[C:9](=[O:11])[NH:10][C:5]=2[CH:4]=1.[F:17][C:18]1[CH:19]=[C:20]([CH:26]=[CH:27][C:28]=1[N:29]1[CH2:34][CH2:33][NH:32][CH2:31][CH2:30]1)[C:21]([NH:23][CH2:24][CH3:25])=[O:22].[I-].C(C[P+](C)(C)C)#N.C(N(C(C)C)C(C)C)C. The catalyst is C(#N)CC. The product is [CH2:24]([NH:23][C:21](=[O:22])[C:20]1[CH:26]=[CH:27][C:28]([N:29]2[CH2:34][CH2:33][N:32]([CH2:2][C:3]3[CH:16]=[N:15][C:6]4[C:7]5[N:8]([CH:12]=[CH:13][CH:14]=5)[C:9](=[O:11])[NH:10][C:5]=4[CH:4]=3)[CH2:31][CH2:30]2)=[C:18]([F:17])[CH:19]=1)[CH3:25]. The yield is 0.701. (8) The reactants are [C:1]([C:3]1[CH:8]=[CH:7][C:6]([NH:9][CH:10]([C:16]2[CH:21]=[C:20]([CH:22]=[CH2:23])[CH:19]=[C:18]([O:24][CH2:25][CH3:26])[CH:17]=2)[C:11]([O:13][CH2:14][CH3:15])=[O:12])=[CH:5][CH:4]=1)#[N:2].[B-](F)(F)(F)F.[N:32]#[O+:33].[C:34](#[N:36])[CH3:35]. No catalyst specified. The product is [C:1]([C:3]1[CH:8]=[CH:7][C:6]([NH:9][CH:10]([C:16]2[CH:21]=[C:20]([C:22]3[N:32]([OH:33])[C:34]([CH3:35])=[N:36][CH:23]=3)[CH:19]=[C:18]([O:24][CH2:25][CH3:26])[CH:17]=2)[C:11]([O:13][CH2:14][CH3:15])=[O:12])=[CH:5][CH:4]=1)#[N:2]. The yield is 0.380. (9) The reactants are [OH:1][C:2]1[CH:7]=[CH:6][C:5]([C:8](=[C:25]2[CH2:30][C:29]([CH3:32])([CH3:31])[CH2:28][C:27]([CH3:34])([CH3:33])[CH2:26]2)[C:9]2[CH:14]=[CH:13][C:12]([C:15]3[C:16]([C:21](OC)=[O:22])=[CH:17][CH:18]=[CH:19][CH:20]=3)=[CH:11][CH:10]=2)=[CH:4][CH:3]=1.[H-].[Al+3].[Li+].[H-].[H-].[H-].CCOC(C)=O.Cl. The catalyst is C1COCC1. The product is [OH:22][CH2:21][C:16]1[CH:17]=[CH:18][CH:19]=[CH:20][C:15]=1[C:12]1[CH:13]=[CH:14][C:9]([C:8](=[C:25]2[CH2:26][C:27]([CH3:34])([CH3:33])[CH2:28][C:29]([CH3:32])([CH3:31])[CH2:30]2)[C:5]2[CH:4]=[CH:3][C:2]([OH:1])=[CH:7][CH:6]=2)=[CH:10][CH:11]=1. The yield is 0.870. (10) The reactants are [CH3:1][O:2][C:3]1[CH:4]=[C:5]([CH:9]=[CH:10][N:11]=1)[C:6]([OH:8])=O.CN1CCOCC1.C(OC(Cl)=O)C(C)C.[NH2:27][C:28]1[S:29][C:30]([C:34]([NH:36][CH2:37][C:38]2[CH:43]=[CH:42][CH:41]=[CH:40][CH:39]=2)=[O:35])=[C:31]([CH3:33])[N:32]=1. The catalyst is O1CCCC1. The product is [CH2:37]([NH:36][C:34]([C:30]1[S:29][C:28]([NH:27][C:6](=[O:8])[C:5]2[CH:9]=[CH:10][N:11]=[C:3]([O:2][CH3:1])[CH:4]=2)=[N:32][C:31]=1[CH3:33])=[O:35])[C:38]1[CH:43]=[CH:42][CH:41]=[CH:40][CH:39]=1. The yield is 0.830.